From a dataset of NCI-60 drug combinations with 297,098 pairs across 59 cell lines. Regression. Given two drug SMILES strings and cell line genomic features, predict the synergy score measuring deviation from expected non-interaction effect. (1) Drug 1: CCCCCOC(=O)NC1=NC(=O)N(C=C1F)C2C(C(C(O2)C)O)O. Drug 2: CC1CCCC2(C(O2)CC(NC(=O)CC(C(C(=O)C(C1O)C)(C)C)O)C(=CC3=CSC(=N3)C)C)C. Cell line: UO-31. Synergy scores: CSS=10.4, Synergy_ZIP=-5.78, Synergy_Bliss=4.19, Synergy_Loewe=-26.5, Synergy_HSA=-0.974. (2) Drug 1: C1CCC(CC1)NC(=O)N(CCCl)N=O. Drug 2: CN(CCCl)CCCl.Cl. Cell line: SN12C. Synergy scores: CSS=34.9, Synergy_ZIP=-6.42, Synergy_Bliss=4.05, Synergy_Loewe=-9.21, Synergy_HSA=4.88. (3) Drug 1: C1=C(C(=O)NC(=O)N1)F. Drug 2: CC1C(C(CC(O1)OC2CC(CC3=C2C(=C4C(=C3O)C(=O)C5=C(C4=O)C(=CC=C5)OC)O)(C(=O)CO)O)N)O.Cl. Cell line: NCI-H460. Synergy scores: CSS=57.9, Synergy_ZIP=-9.47, Synergy_Bliss=-17.5, Synergy_Loewe=-12.9, Synergy_HSA=-11.4. (4) Drug 1: CCC1=CC2CC(C3=C(CN(C2)C1)C4=CC=CC=C4N3)(C5=C(C=C6C(=C5)C78CCN9C7C(C=CC9)(C(C(C8N6C)(C(=O)OC)O)OC(=O)C)CC)OC)C(=O)OC.C(C(C(=O)O)O)(C(=O)O)O. Drug 2: CC1OCC2C(O1)C(C(C(O2)OC3C4COC(=O)C4C(C5=CC6=C(C=C35)OCO6)C7=CC(=C(C(=C7)OC)O)OC)O)O. Cell line: SW-620. Synergy scores: CSS=64.2, Synergy_ZIP=-0.809, Synergy_Bliss=-2.70, Synergy_Loewe=-5.72, Synergy_HSA=1.05.